The task is: Predict the reaction yield, written as a fraction of the theoretical maximum amount of product (1.0 means a 100% yield; for example, 0.34 means a 34% yield).. This data is from Reaction yield outcomes from USPTO patents with 853,638 reactions. (1) The reactants are [CH3:1][O:2][C:3](=[O:61])[NH:4][CH:5]([C:9]([N:11]1[CH2:15][CH2:14][CH2:13][CH:12]1[C:16]1[NH:17][C:18]([C:21]2[CH:30]=[CH:29][C:28]3[C:23](=[CH:24][CH:25]=[C:26]([C:31]4[CH:36]=[CH:35][C:34]([C:37]5[NH:38][C:39]([C@@H:42]6[CH2:46][CH2:45][CH2:44][N:43]6[C:47](=[O:60])[CH:48]([NH:55][C:56]([O:58][CH3:59])=[O:57])[C:49]6[CH:54]=[CH:53][CH:52]=[CH:51][CH:50]=6)=[N:40][CH:41]=5)=[CH:33][CH:32]=4)[CH:27]=3)[CH:22]=2)=[CH:19][N:20]=1)=[O:10])[CH:6]([CH3:8])[CH3:7].[CH3:62]OC(NC(C1C=CC=CC=1C)C(O)=O)=O. No catalyst specified. The product is [CH3:1][O:2][C:3](=[O:61])[NH:4][CH:5]([C:9]([N:11]1[CH2:15][CH2:14][CH2:13][CH:12]1[C:16]1[NH:17][C:18]([C:21]2[CH:30]=[CH:29][C:28]3[C:23](=[CH:24][CH:25]=[C:26]([C:31]4[CH:32]=[CH:33][C:34]([C:37]5[NH:38][C:39]([CH:42]6[CH2:46][CH2:45][CH2:44][N:43]6[C:47](=[O:60])[CH:48]([NH:55][C:56]([O:58][CH3:59])=[O:57])[C:49]6[CH:54]=[CH:53][CH:52]=[CH:51][C:50]=6[CH3:62])=[N:40][CH:41]=5)=[CH:35][CH:36]=4)[CH:27]=3)[CH:22]=2)=[CH:19][N:20]=1)=[O:10])[CH:6]([CH3:8])[CH3:7]. The yield is 0.500. (2) The reactants are CC([PH+](C(C)(C)C)CCCS([O-])(=O)=O)(C)C.Br[C:18]1[CH:39]=[C:38]2[C:21]([CH2:22][C:23]3([C:31]42[N:35]=[C:34]([NH2:36])[C:33]([CH3:37])=[N:32]4)[CH2:28][CH2:27][C:26]([F:30])([F:29])[CH2:25][CH2:24]3)=[CH:20][CH:19]=1.[Cl:40][C:41]1[CH:42]=[C:43](B(O)O)[CH:44]=[N:45][CH:46]=1.C([O-])([O-])=O.[K+].[K+]. The catalyst is CC1CCCO1.[Na+].[Na+].Cl[Pd+2](Cl)(Cl)Cl.O. The product is [Cl:40][C:41]1[CH:42]=[C:43]([C:18]2[CH:39]=[C:38]3[C:21]([CH2:22][C:23]4([C:31]53[N:35]=[C:34]([NH2:36])[C:33]([CH3:37])=[N:32]5)[CH2:24][CH2:25][C:26]([F:30])([F:29])[CH2:27][CH2:28]4)=[CH:20][CH:19]=2)[CH:44]=[N:45][CH:46]=1. The yield is 0.380. (3) The reactants are [C:1]12([C:11](=[O:20])[CH2:12][S:13]([C:15]3[S:16][CH:17]=[CH:18][CH:19]=3)=[O:14])[CH2:10][CH:5]3[CH2:6][CH:7]([CH2:9][CH:3]([CH2:4]3)[CH2:2]1)[CH2:8]2.C1C=C(Cl)C=C(C(OO)=[O:29])C=1. The catalyst is C(Cl)Cl. The product is [C:1]12([C:11](=[O:20])[CH2:12][S:13]([C:15]3[S:16][CH:17]=[CH:18][CH:19]=3)(=[O:29])=[O:14])[CH2:8][CH:7]3[CH2:6][CH:5]([CH2:4][CH:3]([CH2:9]3)[CH2:2]1)[CH2:10]2. The yield is 0.840. (4) The reactants are [NH2:1][C:2]1[CH:24]=[CH:23][C:5]([CH2:6][C:7]2[C:15]3[C:10](=[CH:11][CH:12]=[CH:13][CH:14]=3)[N:9]([CH2:16][C:17]([O:19][CH2:20][CH3:21])=[O:18])[C:8]=2[CH3:22])=[CH:4][CH:3]=1.C(N(CC)CC)C.[CH:32]1[C:41]2[C:36](=[CH:37][CH:38]=[CH:39][CH:40]=2)[CH:35]=[CH:34][C:33]=1[C:42](Cl)=[O:43]. The catalyst is ClCCl. The product is [CH:32]1[C:41]2[C:36](=[CH:37][CH:38]=[CH:39][CH:40]=2)[CH:35]=[CH:34][C:33]=1[C:42]([NH:1][C:2]1[CH:3]=[CH:4][C:5]([CH2:6][C:7]2[C:15]3[C:10](=[CH:11][CH:12]=[CH:13][CH:14]=3)[N:9]([CH2:16][C:17]([O:19][CH2:20][CH3:21])=[O:18])[C:8]=2[CH3:22])=[CH:23][CH:24]=1)=[O:43]. The yield is 0.218. (5) The reactants are Cl[C:2]1[C:3]2[CH:17]=[CH:16][C:15](=[O:18])[N:14]([C:19]3[CH:24]=[CH:23][C:22]([C:25]([F:28])([F:27])[F:26])=[CH:21][CH:20]=3)[C:4]=2[N:5]=[C:6]([NH:8][CH:9]([CH2:12][OH:13])[CH2:10][OH:11])[N:7]=1.[CH3:29][S:30][C:31]1[CH:36]=[CH:35][CH:34]=[CH:33][C:32]=1B(O)O.C([O-])([O-])=O.[K+].[K+]. The catalyst is O1CCOCC1.O.C1C=CC([P]([Pd]([P](C2C=CC=CC=2)(C2C=CC=CC=2)C2C=CC=CC=2)([P](C2C=CC=CC=2)(C2C=CC=CC=2)C2C=CC=CC=2)[P](C2C=CC=CC=2)(C2C=CC=CC=2)C2C=CC=CC=2)(C2C=CC=CC=2)C2C=CC=CC=2)=CC=1. The product is [CH3:29][S:30][C:31]1[CH:36]=[CH:35][CH:34]=[CH:33][C:32]=1[C:2]1[C:3]2[CH:17]=[CH:16][C:15](=[O:18])[N:14]([C:19]3[CH:20]=[CH:21][C:22]([C:25]([F:27])([F:26])[F:28])=[CH:23][CH:24]=3)[C:4]=2[N:5]=[C:6]([NH:8][CH:9]([CH2:12][OH:13])[CH2:10][OH:11])[N:7]=1. The yield is 0.880. (6) The reactants are [C:1]([NH:11][CH2:12][CH2:13][C:14]([OH:16])=[O:15])([O:3][CH2:4][C:5]1[CH:10]=[CH:9][CH:8]=[CH:7][CH:6]=1)=[O:2].BrCC(O[C:22]([CH3:25])([CH3:24])[CH3:23])=[O:20].C([O-])([O-])=O.[K+].[K+]. The catalyst is CC(C)=O. The product is [C:14]([OH:16])(=[O:15])[CH2:13][OH:20].[C:22]([N:11]([C:1]([O:3][CH2:4][C:5]1[CH:10]=[CH:9][CH:8]=[CH:7][CH:6]=1)=[O:2])[CH2:12][CH2:13][C:14]([OH:16])=[O:15])([CH3:25])([CH3:24])[CH3:23]. The yield is 0.990. (7) The reactants are [F:1][C:2]1[CH:7]=[CH:6][CH:5]=[CH:4][C:3]=1[C:8]1[CH:12]=[N:11][N:10]([CH3:13])[C:9]=1[NH2:14].Cl[C:16](Cl)([O:18]C(=O)OC(Cl)(Cl)Cl)Cl.C(N(CC)CC)C.[Cl:34][C:35]1[CH:40]=[CH:39][CH:38]=[CH:37][C:36]=1[CH:41]([OH:43])[CH3:42]. The catalyst is ClCCl.C1(C)C=CC=CC=1. The product is [Cl:34][C:35]1[CH:40]=[CH:39][CH:38]=[CH:37][C:36]=1[CH:41]([O:43][C:16](=[O:18])[NH:14][C:9]1[N:10]([CH3:13])[N:11]=[CH:12][C:8]=1[C:3]1[CH:4]=[CH:5][CH:6]=[CH:7][C:2]=1[F:1])[CH3:42]. The yield is 0.623.